Dataset: Full USPTO retrosynthesis dataset with 1.9M reactions from patents (1976-2016). Task: Predict the reactants needed to synthesize the given product. Given the product [F:1][C:2]1[CH:3]=[C:4]([CH:28]=[CH:29][C:30]=1[CH3:31])[CH2:5][C:6]1[C:7]([O:15][C@:16]2([O:25][C@H:24]([CH2:26][O:27][C:33]([O:35][CH2:36][CH3:37])=[O:34])[C@@H:22]([OH:23])[C@H:20]([OH:21])[C@H:18]2[OH:19])[OH:17])=[N:8][N:9]([CH:12]([CH3:14])[CH3:13])[C:10]=1[CH3:11], predict the reactants needed to synthesize it. The reactants are: [F:1][C:2]1[CH:3]=[C:4]([CH:28]=[CH:29][C:30]=1[CH3:31])[CH2:5][C:6]1[C:7]([O:15][C@:16]2([O:25][C@H:24]([CH2:26][OH:27])[C@@H:22]([OH:23])[C@H:20]([OH:21])[C@H:18]2[OH:19])[OH:17])=[N:8][N:9]([CH:12]([CH3:14])[CH3:13])[C:10]=1[CH3:11].Cl[C:33]([O:35][CH3:36])=[O:34].[CH3:37]C1C=C(C)C=C(C)N=1.